Dataset: Peptide-MHC class II binding affinity with 134,281 pairs from IEDB. Task: Regression. Given a peptide amino acid sequence and an MHC pseudo amino acid sequence, predict their binding affinity value. This is MHC class II binding data. The peptide sequence is RPRWCDERVSSDQSA. The MHC is HLA-DQA10201-DQB10303 with pseudo-sequence HLA-DQA10201-DQB10303. The binding affinity (normalized) is 0.